This data is from Reaction yield outcomes from USPTO patents with 853,638 reactions. The task is: Predict the reaction yield, written as a fraction of the theoretical maximum amount of product (1.0 means a 100% yield; for example, 0.34 means a 34% yield). (1) The reactants are [Br:1][C:2]1[CH:9]=[CH:8][CH:7]=[C:6]([Cl:10])[C:3]=1[CH:4]=[O:5]. The catalyst is CCO. The product is [Br:1][C:2]1[CH:9]=[CH:8][CH:7]=[C:6]([Cl:10])[C:3]=1[CH2:4][OH:5]. The yield is 0.596. (2) The reactants are C([O:3][C:4](=[O:25])[C:5]1[C:17]([F:18])=[C:16]([N:19]([S:21]([CH3:24])(=[O:23])=[O:22])[CH3:20])[CH:15]=[C:7]([C:8]([N:10]([CH3:14])[CH2:11][CH2:12][CH3:13])=[O:9])[CH:6]=1)C.[OH-].[Na+].Cl. The catalyst is C1COCC1. The product is [F:18][C:17]1[C:5]([C:4]([OH:25])=[O:3])=[CH:6][C:7]([C:8]([N:10]([CH3:14])[CH2:11][CH2:12][CH3:13])=[O:9])=[CH:15][C:16]=1[N:19]([S:21]([CH3:24])(=[O:23])=[O:22])[CH3:20]. The yield is 0.930. (3) The reactants are [CH2:1]([O:3][C:4]([C:6]1[CH:7]=[N:8][C:9]([N:19]([CH2:32][C:33]2[CH:38]=[CH:37][C:36]([O:39][CH3:40])=[CH:35][CH:34]=2)[C:20]2[CH:21]=[N:22][C:23]([N:26]3[CH2:31][CH2:30][O:29][CH2:28][CH2:27]3)=[CH:24][CH:25]=2)=[CH:10][C:11]=1[NH:12]C(=O)C(F)(F)F)=[O:5])[CH3:2]. The catalyst is CO.C(=O)([O-])[O-].[K+].[K+].O. The product is [CH2:1]([O:3][C:4]([C:6]1[CH:7]=[N:8][C:9]([N:19]([CH2:32][C:33]2[CH:34]=[CH:35][C:36]([O:39][CH3:40])=[CH:37][CH:38]=2)[C:20]2[CH:21]=[N:22][C:23]([N:26]3[CH2:27][CH2:28][O:29][CH2:30][CH2:31]3)=[CH:24][CH:25]=2)=[CH:10][C:11]=1[NH2:12])=[O:5])[CH3:2]. The yield is 1.00. (4) The reactants are C[O:2][C:3](=O)[CH2:4][CH2:5][C:6]([CH3:19])([N:8]1[CH:12]=[C:11]([C:13]2[CH:14]=[N:15][CH:16]=[CH:17][CH:18]=2)[N:10]=[CH:9]1)[CH3:7].[BH4-].[Na+]. The catalyst is C(O)C. The product is [CH3:19][C:6]([N:8]1[CH:12]=[C:11]([C:13]2[CH:14]=[N:15][CH:16]=[CH:17][CH:18]=2)[N:10]=[CH:9]1)([CH3:7])[CH2:5][CH2:4][CH2:3][OH:2]. The yield is 0.680. (5) The reactants are [F:1][C:2]1[CH:20]=[CH:19][C:5]([O:6][CH2:7][C:8]2[CH:13]=[CH:12][C:11]([CH:14]=[CH:15][N+:16]([O-:18])=O)=[CH:10][N:9]=2)=[CH:4][CH:3]=1.C[O-].[Li+].ClCCl.[C:27]([C:29]1[C:30]([NH2:36])=[N:31][C:32]([NH2:35])=[CH:33][CH:34]=1)#[CH:28].C(N(CC)CC)C. The catalyst is O.O1CCCC1.C(OCC)(=O)C.CO. The product is [F:1][C:2]1[CH:3]=[CH:4][C:5]([O:6][CH2:7][C:8]2[N:9]=[CH:10][C:11]([CH2:14][C:15]3[CH:28]=[C:27]([C:29]4[C:30]([NH2:36])=[N:31][C:32]([NH2:35])=[CH:33][CH:34]=4)[O:18][N:16]=3)=[CH:12][CH:13]=2)=[CH:19][CH:20]=1. The yield is 0.254. (6) The reactants are [C:1]1([C:7]2[N:8]=[N:9][NH:10][N:11]=2)[CH:6]=[CH:5][CH:4]=[CH:3][CH:2]=1.Br[CH2:13][C:14](=[CH2:18])[C:15](O)=[O:16].C(N(CC)CC)C.[CH:26]([NH:28][NH2:29])=O.C(P1(=O)OP(CCC)(=O)OP(CCC)(=O)O1)CC. The catalyst is CN(C=O)C.O. The product is [C:1]1([C:7]2[N:8]=[N:9][N:10]([CH2:13][C:14]([C:15]3[O:16][CH:26]=[N:28][N:29]=3)=[CH2:18])[N:11]=2)[CH:2]=[CH:3][CH:4]=[CH:5][CH:6]=1. The yield is 0.320. (7) The reactants are [Cl:1][C:2]1[CH:7]=[C:6]([O:8][C:9]2[C:18]3[C:13](=[CH:14][C:15]([OH:21])=[C:16]([O:19][CH3:20])[CH:17]=3)[N:12]=[CH:11][N:10]=2)[CH:5]=[CH:4][C:3]=1[NH:22][C:23]([NH:25][CH2:26][CH2:27][CH3:28])=[O:24].C(=O)([O-])[O-].[K+].[K+].[Br:35][CH2:36][CH2:37][CH2:38]Br. The catalyst is CN(C)C=O. The product is [Br:35][CH2:36][CH2:37][CH2:38][O:21][C:15]1[CH:14]=[C:13]2[C:18]([C:9]([O:8][C:6]3[CH:5]=[CH:4][C:3]([NH:22][C:23]([NH:25][CH2:26][CH2:27][CH3:28])=[O:24])=[C:2]([Cl:1])[CH:7]=3)=[N:10][CH:11]=[N:12]2)=[CH:17][C:16]=1[O:19][CH3:20]. The yield is 0.780. (8) The reactants are [F:1][C:2]([F:24])([F:23])[C:3]1[CH:4]=[C:5]([C:13]2[N:17]=[CH:16][N:15](/[CH:18]=[CH:19]\[C:20]([OH:22])=O)[N:14]=2)[CH:6]=[C:7]([C:9]([F:12])([F:11])[F:10])[CH:8]=1.[O:25]=[C:26]1[N:31]([CH2:32][C:33]([NH:35][NH2:36])=[O:34])[CH2:30][CH2:29][O:28][CH2:27]1.C(P1(=O)OP(CCC)(=O)OP(CCC)(=O)O1)CC.CCN(C(C)C)C(C)C. The catalyst is C1COCC1.O. The product is [F:11][C:9]([F:10])([F:12])[C:7]1[CH:6]=[C:5]([C:13]2[N:17]=[CH:16][N:15](/[CH:18]=[CH:19]\[C:20]([NH:36][NH:35][C:33](=[O:34])[CH2:32][N:31]3[CH2:30][CH2:29][O:28][CH2:27][C:26]3=[O:25])=[O:22])[N:14]=2)[CH:4]=[C:3]([C:2]([F:24])([F:1])[F:23])[CH:8]=1. The yield is 0.0800. (9) The reactants are Cl.C(N=C=NCCCN(C)C)C.O.ON1C2C=CC=CC=2N=N1.Cl.[Cl:25][C:26]1[CH:38]=[CH:37][C:29]([O:30][CH:31]2[CH2:36][CH2:35][NH:34][CH2:33][CH2:32]2)=[CH:28][CH:27]=1.[C:39]([O:43][C:44]([NH:46][C@H:47]([C:51](O)=[O:52])[CH:48]([CH3:50])[CH3:49])=[O:45])([CH3:42])([CH3:41])[CH3:40].CN1CCOCC1.Cl. The catalyst is C(Cl)Cl. The product is [C:39]([O:43][C:44](=[O:45])[NH:46][C@H:47]([C:51]([N:34]1[CH2:33][CH2:32][CH:31]([O:30][C:29]2[CH:37]=[CH:38][C:26]([Cl:25])=[CH:27][CH:28]=2)[CH2:36][CH2:35]1)=[O:52])[CH:48]([CH3:49])[CH3:50])([CH3:40])([CH3:42])[CH3:41]. The yield is 0.920.